This data is from Merck oncology drug combination screen with 23,052 pairs across 39 cell lines. The task is: Regression. Given two drug SMILES strings and cell line genomic features, predict the synergy score measuring deviation from expected non-interaction effect. (1) Drug 1: CC1CC2C3CCC4=CC(=O)C=CC4(C)C3(F)C(O)CC2(C)C1(O)C(=O)CO. Drug 2: O=C(CCCCCCC(=O)Nc1ccccc1)NO. Cell line: VCAP. Synergy scores: synergy=6.50. (2) Drug 1: O=C(CCCCCCC(=O)Nc1ccccc1)NO. Drug 2: CCc1c2c(nc3ccc(O)cc13)-c1cc3c(c(=O)n1C2)COC(=O)C3(O)CC. Cell line: OV90. Synergy scores: synergy=2.46. (3) Drug 1: CS(=O)(=O)CCNCc1ccc(-c2ccc3ncnc(Nc4ccc(OCc5cccc(F)c5)c(Cl)c4)c3c2)o1. Drug 2: CCc1cnn2c(NCc3ccc[n+]([O-])c3)cc(N3CCCCC3CCO)nc12. Cell line: SKMEL30. Synergy scores: synergy=1.09. (4) Drug 1: Cc1nc(Nc2ncc(C(=O)Nc3c(C)cccc3Cl)s2)cc(N2CCN(CCO)CC2)n1. Drug 2: CCc1c2c(nc3ccc(O)cc13)-c1cc3c(c(=O)n1C2)COC(=O)C3(O)CC. Cell line: MSTO. Synergy scores: synergy=89.1. (5) Drug 1: CC(C)CC(NC(=O)C(Cc1ccccc1)NC(=O)c1cnccn1)B(O)O. Drug 2: CCc1cnn2c(NCc3ccc[n+]([O-])c3)cc(N3CCCCC3CCO)nc12. Cell line: COLO320DM. Synergy scores: synergy=-35.6. (6) Drug 1: O=C(O)C1(Cc2cccc(Nc3nccs3)n2)CCC(Oc2cccc(Cl)c2F)CC1. Drug 2: CCC1(O)C(=O)OCc2c1cc1n(c2=O)Cc2cc3c(CN(C)C)c(O)ccc3nc2-1. Cell line: NCIH460. Synergy scores: synergy=-11.4. (7) Drug 1: CN(C)C(=N)N=C(N)N. Drug 2: CC1(c2nc3c(C(N)=O)cccc3[nH]2)CCCN1. Cell line: T47D. Synergy scores: synergy=-24.1. (8) Drug 2: CNC(=O)c1cc(Oc2ccc(NC(=O)Nc3ccc(Cl)c(C(F)(F)F)c3)cc2)ccn1. Drug 1: C=CCn1c(=O)c2cnc(Nc3ccc(N4CCN(C)CC4)cc3)nc2n1-c1cccc(C(C)(C)O)n1. Cell line: MDAMB436. Synergy scores: synergy=-3.50. (9) Drug 1: C=CCn1c(=O)c2cnc(Nc3ccc(N4CCN(C)CC4)cc3)nc2n1-c1cccc(C(C)(C)O)n1. Drug 2: C#Cc1cccc(Nc2ncnc3cc(OCCOC)c(OCCOC)cc23)c1. Cell line: ZR751. Synergy scores: synergy=6.08.